Task: Predict which catalyst facilitates the given reaction.. Dataset: Catalyst prediction with 721,799 reactions and 888 catalyst types from USPTO Reactant: Cl[C:2]1[C:3]2[C:4](=[CH:13][N:14](CC3C=CC(OC)=CC=3)[N:15]=2)[N:5]=[C:6]([C:8]2[S:9][CH:10]=[CH:11][CH:12]=2)[N:7]=1.[CH3:25][N:26]1[CH2:34][C:33]2[C:28](=[CH:29][CH:30]=[C:31]([NH2:35])[CH:32]=2)[CH2:27]1.Cl. Product: [CH3:25][N:26]1[CH2:34][C:33]2[C:28](=[CH:29][CH:30]=[C:31]([NH:35][C:2]3[C:3]4[NH:15][N:14]=[CH:13][C:4]=4[N:5]=[C:6]([C:8]4[S:9][CH:10]=[CH:11][CH:12]=4)[N:7]=3)[CH:32]=2)[CH2:27]1. The catalyst class is: 71.